Dataset: Forward reaction prediction with 1.9M reactions from USPTO patents (1976-2016). Task: Predict the product of the given reaction. Given the reactants [C:1]([O:7][CH2:8][C@H:9]([C:15]1[C:24]([CH3:25])=[CH:23][C:18]2[N:19]=[C:20](Cl)[S:21][C:17]=2[C:16]=1[Br:26])[O:10][C:11]([CH3:14])([CH3:13])[CH3:12])(=[O:6])[C:2]([CH3:5])([CH3:4])[CH3:3].[CH2:27]([O:34][C:35]1[CH:36]=[C:37](B2OC(C)(C)C(C)(C)O2)[CH:38]=[CH:39][CH:40]=1)[C:28]1[CH:33]=[CH:32][CH:31]=[CH:30][CH:29]=1.C([O-])([O-])=O.[K+].[K+], predict the reaction product. The product is: [C:1]([O:7][CH2:8][C@H:9]([C:15]1[C:24]([CH3:25])=[CH:23][C:18]2[N:19]=[C:20]([C:37]3[CH:38]=[CH:39][CH:40]=[C:35]([O:34][CH2:27][C:28]4[CH:33]=[CH:32][CH:31]=[CH:30][CH:29]=4)[CH:36]=3)[S:21][C:17]=2[C:16]=1[Br:26])[O:10][C:11]([CH3:14])([CH3:13])[CH3:12])(=[O:6])[C:2]([CH3:5])([CH3:4])[CH3:3].